This data is from Reaction yield outcomes from USPTO patents with 853,638 reactions. The task is: Predict the reaction yield, written as a fraction of the theoretical maximum amount of product (1.0 means a 100% yield; for example, 0.34 means a 34% yield). (1) The reactants are Br[C:2]1[CH:7]=[CH:6][C:5]([C:8]2[CH:21]=[CH:20][C:19]3[C:10](=[C:11]([C:28]4[CH:33]=[CH:32][CH:31]=[CH:30][CH:29]=4)[C:12]4[C:17]([C:18]=3[C:22]3[CH:27]=[CH:26][CH:25]=[CH:24][CH:23]=3)=[CH:16][CH:15]=[CH:14][CH:13]=4)[CH:9]=2)=[CH:4][CH:3]=1.[CH:34]1[C:42]2[C:41]3[CH:43]=[CH:44][CH:45]=[CH:46][C:40]=3[S:39][C:38]=2[C:37]([C:47]2[CH:48]=[CH:49][C:50]3[NH:51][C:52]4[C:57]([C:58]=3[CH:59]=2)=[CH:56][CH:55]=[CH:54][CH:53]=4)=[CH:36][CH:35]=1.CC(C)([O-])C.[Na+].C(P(C(C)(C)C)C(C)(C)C)(C)(C)C. The catalyst is C1C=CC(/C=C/C(/C=C/C2C=CC=CC=2)=O)=CC=1.C1C=CC(/C=C/C(/C=C/C2C=CC=CC=2)=O)=CC=1.[Pd].CCCCCC.C1(C)C=CC=CC=1. The product is [CH:34]1[C:42]2[C:41]3[CH:43]=[CH:44][CH:45]=[CH:46][C:40]=3[S:39][C:38]=2[C:37]([C:47]2[CH:48]=[CH:49][C:50]3[N:51]([C:2]4[CH:3]=[CH:4][C:5]([C:8]5[CH:21]=[CH:20][C:19]6[C:10](=[C:11]([C:28]7[CH:33]=[CH:32][CH:31]=[CH:30][CH:29]=7)[C:12]7[C:17]([C:18]=6[C:22]6[CH:27]=[CH:26][CH:25]=[CH:24][CH:23]=6)=[CH:16][CH:15]=[CH:14][CH:13]=7)[CH:9]=5)=[CH:6][CH:7]=4)[C:52]4[C:57]([C:58]=3[CH:59]=2)=[CH:56][CH:55]=[CH:54][CH:53]=4)=[CH:36][CH:35]=1. The yield is 0.610. (2) The reactants are C[O:2][C:3](=[O:46])[C:4]1[CH:9]=[CH:8][C:7]([CH2:10][O:11][C:12]2[CH:17]=[CH:16][C:15]([C:18]([C:23]3[CH:28]=[CH:27][C:26]([CH2:29][CH2:30][C@H:31]([O:36][Si](C(C)(C)C)(C)C)[C:32]([CH3:35])([CH3:34])[CH3:33])=[C:25]([CH3:44])[CH:24]=3)([CH2:21][CH3:22])[CH2:19][CH3:20])=[CH:14][C:13]=2[CH3:45])=[CH:6][CH:5]=1.C(OCC)(=O)C. The catalyst is C1COCC1.CCCC[N+](CCCC)(CCCC)CCCC.[F-]. The product is [CH2:19]([C:18]([C:15]1[CH:16]=[CH:17][C:12]([O:11][CH2:10][C:7]2[CH:8]=[CH:9][C:4]([C:3]([OH:46])=[O:2])=[CH:5][CH:6]=2)=[C:13]([CH3:45])[CH:14]=1)([C:23]1[CH:28]=[CH:27][C:26]([CH2:29][CH2:30][C@H:31]([OH:36])[C:32]([CH3:34])([CH3:35])[CH3:33])=[C:25]([CH3:44])[CH:24]=1)[CH2:21][CH3:22])[CH3:20]. The yield is 0.613.